Dataset: Full USPTO retrosynthesis dataset with 1.9M reactions from patents (1976-2016). Task: Predict the reactants needed to synthesize the given product. (1) Given the product [CH3:17][CH:18]1[CH2:22][CH2:21][CH2:20][CH:19]1[O:15][C:14](=[O:16])[C@H:12]([CH3:13])[NH:11][C:9](=[O:10])[CH2:8][C:4]1[CH:5]=[CH:6][CH:7]=[C:2]([Cl:1])[CH:3]=1, predict the reactants needed to synthesize it. The reactants are: [Cl:1][C:2]1[CH:3]=[C:4]([CH2:8][C:9]([NH:11][C@H:12]([C:14]([OH:16])=[O:15])[CH3:13])=[O:10])[CH:5]=[CH:6][CH:7]=1.[CH3:17][CH:18]1[CH2:22][CH2:21][CH2:20][CH:19]1O. (2) Given the product [Br:1][C:2]1[CH:3]=[CH:4][C:5]2[O:11][C:19]([C:20]([O:22][CH2:23][CH3:24])=[O:21])=[C:8]([CH3:9])[C:6]=2[CH:7]=1, predict the reactants needed to synthesize it. The reactants are: [Br:1][C:2]1[CH:3]=[CH:4][C:5]([OH:11])=[C:6]([C:8](=O)[CH3:9])[CH:7]=1.C([O-])([O-])=O.[Cs+].[Cs+].Br[CH2:19][C:20]([O:22][CH2:23][CH3:24])=[O:21]. (3) Given the product [CH3:19][N:5]1[C:6]([C:12]([OH:14])=[O:13])=[C:7]([C:8]([F:11])([F:10])[F:9])[C:3]([C:2]([F:18])([F:17])[F:1])=[N:4]1, predict the reactants needed to synthesize it. The reactants are: [F:1][C:2]([F:18])([F:17])[C:3]1[C:7]([C:8]([F:11])([F:10])[F:9])=[C:6]([C:12]([O:14]CC)=[O:13])[NH:5][N:4]=1.[C:19](=O)([O-])[O-].[K+].[K+].IC.[OH-].[Na+]. (4) Given the product [Br:14][C:15]1[CH:22]=[CH:19][C:18]([CH3:23])=[C:17]([CH2:9][CH:3]([CH3:2])[C:4]([Cl:28])=[O:6])[CH:16]=1, predict the reactants needed to synthesize it. The reactants are: [Na].[CH3:2][CH:3]([C:9](OCC)=O)[C:4]([O:6]CC)=O.[Br:14][C:15]1[CH:16]=[CH:17][C:18]([CH3:23])=[C:19]([CH:22]=1)CCl.[OH-].[K+].O=S(Cl)[Cl:28].